From a dataset of Catalyst prediction with 721,799 reactions and 888 catalyst types from USPTO. Predict which catalyst facilitates the given reaction. (1) Reactant: C[O:2][C:3]([CH:5]1[CH2:9][CH:8]([F:10])[CH2:7][N:6]1[C:11]([O:13][C:14]([CH3:17])([CH3:16])[CH3:15])=[O:12])=[O:4].[OH-].[Na+]. Product: [C:14]([O:13][C:11]([N:6]1[CH2:7][CH:8]([F:10])[CH2:9][CH:5]1[C:3]([OH:4])=[O:2])=[O:12])([CH3:17])([CH3:15])[CH3:16]. The catalyst class is: 5. (2) Reactant: [F:1][CH:2]([F:12])[C:3]1[C:7]([C:8](Cl)=[O:9])=[CH:6][N:5]([CH3:11])[N:4]=1.[Cl:13][C:14]1[CH:19]=[C:18]([Cl:20])[CH:17]=[CH:16][C:15]=1[CH2:21][CH:22]([NH:24][OH:25])[CH3:23].C(N(CC)CC)C.Cl. Product: [Cl:13][C:14]1[CH:19]=[C:18]([Cl:20])[CH:17]=[CH:16][C:15]=1[CH2:21][CH:22]([N:24]([OH:25])[C:8]([C:7]1[C:3]([CH:2]([F:12])[F:1])=[N:4][N:5]([CH3:11])[CH:6]=1)=[O:9])[CH3:23]. The catalyst class is: 4. (3) Reactant: [ClH:1].[C:2]([CH2:5][NH:6][C@@H:7]([C:21]([N:23]1[CH2:42][CH2:41][CH2:40][C@H:24]1[C:25]([NH:27][CH2:28][C:29]1[CH:30]=[C:31]2[C:36](=[CH:37][CH:38]=1)[C:35]([NH2:39])=[N:34][CH:33]=[CH:32]2)=[O:26])=[O:22])[CH:8]([C:15]1[CH:20]=[CH:19][CH:18]=[CH:17][CH:16]=1)[C:9]1[CH:14]=[CH:13][CH:12]=[CH:11][CH:10]=1)([OH:4])=[O:3].S(Cl)([Cl:45])=O.[CH2:47](O)[CH2:48][CH3:49]. Product: [ClH:45].[ClH:1].[CH2:47]([O:3][C:2](=[O:4])[CH2:5][NH:6][C@@H:7]([C:21]([N:23]1[CH2:42][CH2:41][CH2:40][C@H:24]1[C:25]([NH:27][CH2:28][C:29]1[CH:30]=[C:31]2[C:36](=[CH:37][CH:38]=1)[C:35]([NH2:39])=[N:34][CH:33]=[CH:32]2)=[O:26])=[O:22])[CH:8]([C:9]1[CH:10]=[CH:11][CH:12]=[CH:13][CH:14]=1)[C:15]1[CH:20]=[CH:19][CH:18]=[CH:17][CH:16]=1)[CH2:48][CH3:49]. The catalyst class is: 4. (4) Reactant: C([O:3][C:4](=[O:35])[C@@H:5]([NH:13][C:14]([C:16]1[CH:20]=[C:19]([CH2:21][CH2:22][CH2:23][C:24]2[NH:34][C:27]3[N:28]=[C:29]([NH2:33])[NH:30][C:31](=[O:32])[C:26]=3[CH:25]=2)[S:18][CH:17]=1)=[O:15])[CH2:6][CH2:7][C:8]([O:10]CC)=[O:9])C.[OH-].[Na+].C(Cl)(Cl)Cl.CO. Product: [NH2:33][C:29]1[NH:30][C:31](=[O:32])[C:26]2[CH:25]=[C:24]([CH2:23][CH2:22][CH2:21][C:19]3[S:18][CH:17]=[C:16]([C:14]([NH:13][C@@H:5]([CH2:6][CH2:7][C:8]([OH:10])=[O:9])[C:4]([OH:35])=[O:3])=[O:15])[CH:20]=3)[NH:34][C:27]=2[N:28]=1. The catalyst class is: 5.